Dataset: Reaction yield outcomes from USPTO patents with 853,638 reactions. Task: Predict the reaction yield, written as a fraction of the theoretical maximum amount of product (1.0 means a 100% yield; for example, 0.34 means a 34% yield). (1) The reactants are [C:1]([O:5]O)([CH3:4])([CH3:3])[CH3:2].[OH-:7].[K+].[CH2:9]([CH:11]([CH2:15][CH2:16][CH2:17][CH3:18])[C:12](Cl)=[O:13])[CH3:10].Cl.[OH2:20]. No catalyst specified. The product is [CH3:18][CH2:17][CH2:16][CH:15]1[O:20][O:7][C:11]1([C:12]([O:5][C:1]([CH3:2])([CH3:3])[CH3:4])=[O:13])[CH2:9][CH3:10]. The yield is 0.985. (2) The reactants are [C:1]([O:5][C:6](=O)[NH:7][C@H:8]([C:14](=[O:34])[NH:15][C@H:16]([CH2:23][N:24]1[C:32]2[C:27](=[CH:28][C:29]([F:33])=[CH:30][CH:31]=2)[CH2:26][CH2:25]1)[CH2:17][CH2:18][S:19]([CH3:22])(=[O:21])=[O:20])[CH2:9][C:10]([CH3:13])([CH3:12])[CH3:11])(C)([CH3:3])[CH3:2].FC(F)(F)C(O)=O.CN(C(ON1N=N[C:53]2[CH:54]=CC=N[C:52]1=2)=[N+](C)C)C.F[P-](F)(F)(F)(F)F.C([N:70](C(C)C)CC)(C)C.C(=O)(O)[O-].[Na+]. The catalyst is ClCCl.O. The yield is 0.760. The product is [F:33][C:29]1[CH:28]=[C:27]2[C:32](=[CH:31][CH:30]=1)[N:24]([CH2:23][C@@H:16]([NH:15][C:14](=[O:34])[C@@H:8]([NH:7][C:6]1[O:5][C:1]3[CH:2]=[CH:54][CH:53]=[CH:52][C:3]=3[N:70]=1)[CH2:9][C:10]([CH3:13])([CH3:12])[CH3:11])[CH2:17][CH2:18][S:19]([CH3:22])(=[O:21])=[O:20])[CH2:25][CH2:26]2. (3) The reactants are [C:1]([C:3]1[CH:8]=[CH:7][C:6]([CH:9]2[N:14]([CH2:15][C:16]([O:18][C:19]([CH3:22])([CH3:21])[CH3:20])=[O:17])[C:13](=[O:23])[N:12]([C:24]3[CH:29]=[CH:28][CH:27]=[C:26]([C:30]([F:33])([F:32])[F:31])[CH:25]=3)[C:11]([CH3:34])=[C:10]2[C:35](N2C=CN=C2)=[O:36])=[CH:5][CH:4]=1)#[N:2].[OH:42][CH2:43][CH2:44][N:45]1[CH2:49][CH2:48][CH2:47][C:46]1=[O:50]. No catalyst specified. The product is [C:19]([O:18][C:16](=[O:17])[CH2:15][N:14]1[CH:9]([C:6]2[CH:5]=[CH:4][C:3]([C:1]#[N:2])=[CH:8][CH:7]=2)[C:10]([C:35]([O:42][CH2:43][CH2:44][N:45]2[CH2:49][CH2:48][CH2:47][C:46]2=[O:50])=[O:36])=[C:11]([CH3:34])[N:12]([C:24]2[CH:29]=[CH:28][CH:27]=[C:26]([C:30]([F:31])([F:33])[F:32])[CH:25]=2)[C:13]1=[O:23])([CH3:22])([CH3:20])[CH3:21]. The yield is 0.740. (4) The reactants are [NH2:1][C:2]1[N:7]=[CH:6][N:5]=[C:4]2[N:8]([C@@H:12]3[CH2:17][CH2:16][CH2:15][N:14]([C:18]([O:20][C:21]([CH3:24])([CH3:23])[CH3:22])=[O:19])[CH2:13]3)[N:9]=[C:10](I)[C:3]=12.[F:25][C:26]1[CH:47]=[CH:46][CH:45]=[C:44]([F:48])[C:27]=1[O:28][C:29]1[CH:34]=[CH:33][C:32](B2OC(C)(C)C(C)(C)O2)=[CH:31][CH:30]=1.C(=O)([O-])[O-].[Na+].[Na+]. The catalyst is O1CCOCC1.O.C1C=CC([P]([Pd]([P](C2C=CC=CC=2)(C2C=CC=CC=2)C2C=CC=CC=2)([P](C2C=CC=CC=2)(C2C=CC=CC=2)C2C=CC=CC=2)[P](C2C=CC=CC=2)(C2C=CC=CC=2)C2C=CC=CC=2)(C2C=CC=CC=2)C2C=CC=CC=2)=CC=1. The product is [NH2:1][C:2]1[N:7]=[CH:6][N:5]=[C:4]2[N:8]([C@@H:12]3[CH2:17][CH2:16][CH2:15][N:14]([C:18]([O:20][C:21]([CH3:24])([CH3:23])[CH3:22])=[O:19])[CH2:13]3)[N:9]=[C:10]([C:32]3[CH:31]=[CH:30][C:29]([O:28][C:27]4[C:44]([F:48])=[CH:45][CH:46]=[CH:47][C:26]=4[F:25])=[CH:34][CH:33]=3)[C:3]=12. The yield is 0.850. (5) The reactants are [Cl:1][C:2]1[CH:3]=[C:4]2[C:8](=[CH:9][CH:10]=1)[N:7]([CH3:11])[C:6]([CH:12]([NH:19][C:20]1[CH:25]=[CH:24][C:23]([C:26]([NH:28][CH2:29][CH2:30][C:31]([O:33]CC)=[O:32])=[O:27])=[CH:22][CH:21]=1)[CH2:13][CH2:14][CH2:15][CH2:16][CH2:17][CH3:18])=[CH:5]2.O1CCCC1.[OH-].[Na+]. The catalyst is C(O)C. The product is [Cl:1][C:2]1[CH:3]=[C:4]2[C:8](=[CH:9][CH:10]=1)[N:7]([CH3:11])[C:6]([C@@H:12]([NH:19][C:20]1[CH:21]=[CH:22][C:23]([C:26]([NH:28][CH2:29][CH2:30][C:31]([OH:33])=[O:32])=[O:27])=[CH:24][CH:25]=1)[CH2:13][CH2:14][CH2:15][CH2:16][CH2:17][CH3:18])=[CH:5]2. The yield is 0.920.